Predict which catalyst facilitates the given reaction. From a dataset of Catalyst prediction with 721,799 reactions and 888 catalyst types from USPTO. (1) Reactant: [H-].[K+].C([O:7][C:8](=[O:18])[CH2:9][CH:10]([CH2:14][CH:15]([CH3:17])[CH3:16])[C:11](O)=O)(C)(C)C. Product: [CH2:14]([CH:10]1[CH2:11][O:18][C:8](=[O:7])[CH2:9]1)[CH:15]([CH3:16])[CH3:17]. The catalyst class is: 1. (2) Reactant: [F:1][C:2]1[CH:7]=[CH:6][C:5]([C:8]2[O:12][C:11]([C:13]([OH:15])=O)=[CH:10][CH:9]=2)=[CH:4][CH:3]=1.C([O:18][C:19](=[O:29])[CH2:20][CH2:21][C:22]1[CH:27]=[CH:26][CH:25]=[C:24]([NH2:28])[CH:23]=1)C. Product: [F:1][C:2]1[CH:3]=[CH:4][C:5]([C:8]2[O:12][C:11]([C:13]([NH:28][C:24]3[CH:23]=[C:22]([CH2:21][CH2:20][C:19]([OH:29])=[O:18])[CH:27]=[CH:26][CH:25]=3)=[O:15])=[CH:10][CH:9]=2)=[CH:6][CH:7]=1. The catalyst class is: 25. (3) Reactant: [Br:1][C:2]1[C:7](=[O:8])[N:6]2[CH:9]=[CH:10][S:11][C:5]2=[N:4][C:3]=1[CH:12](Br)[CH3:13].[N-:15]=[N+:16]=[N-:17].[Na+]. Product: [N:15]([CH:12]([C:3]1[N:4]=[C:5]2[S:11][CH:10]=[CH:9][N:6]2[C:7](=[O:8])[C:2]=1[Br:1])[CH3:13])=[N+:16]=[N-:17]. The catalyst class is: 42. (4) Reactant: [CH3:1][C:2]([CH3:40])([O:4][C:5]([N:7]([C:33]([O:35][C:36]([CH3:39])([CH3:38])[CH3:37])=[O:34])[C:8]1[C:13]([C:14]2[N:18]([C:19]3[CH:24]=[CH:23][CH:22]=[C:21]([F:25])[C:20]=3[F:26])[N:17]=[N:16][N:15]=2)=[CH:12][C:11]([C:27]#[C:28][Si](C)(C)C)=[CH:10][N:9]=1)=[O:6])[CH3:3].O.[F-].C([N+](CCCC)(CCCC)CCCC)CCC. Product: [CH3:38][C:36]([CH3:39])([O:35][C:33]([N:7]([C:5]([O:4][C:2]([CH3:40])([CH3:3])[CH3:1])=[O:6])[C:8]1[C:13]([C:14]2[N:18]([C:19]3[CH:24]=[CH:23][CH:22]=[C:21]([F:25])[C:20]=3[F:26])[N:17]=[N:16][N:15]=2)=[CH:12][C:11]([C:27]#[CH:28])=[CH:10][N:9]=1)=[O:34])[CH3:37]. The catalyst class is: 2. (5) Reactant: [Cl:1][C:2]1[CH:3]=[CH:4][C:5]([OH:33])=[C:6]([C:8]2[C:12]([C:13]#[C:14][C:15]3[CH:20]=[CH:19][C:18]([NH:21][C:22]([C@H:24]4[CH2:29][CH2:28][CH2:27][CH2:26][NH:25]4)=[O:23])=[CH:17][CH:16]=3)=[CH:11][N:10]([CH2:30][CH2:31][OH:32])[N:9]=2)[CH:7]=1.C(OC(N1CCCC[C@H]1C(=O)NC1C=CC(C#CC2C(C3C=C(Cl)C=CC=3O)=NN(CCO)C=2)=CC=1)=O)(C)(C)C.C(O)(C(F)(F)F)=O. Product: [Cl:1][C:2]1[CH:3]=[CH:4][C:5]([OH:33])=[C:6]([C:8]2[C:12]([C:13]#[C:14][C:15]3[CH:16]=[CH:17][C:18]([NH:21][C:22]([C@@H:24]4[CH2:29][CH2:28][CH2:27][CH2:26][NH:25]4)=[O:23])=[CH:19][CH:20]=3)=[CH:11][N:10]([CH2:30][CH2:31][OH:32])[N:9]=2)[CH:7]=1. The catalyst class is: 2.